This data is from Full USPTO retrosynthesis dataset with 1.9M reactions from patents (1976-2016). The task is: Predict the reactants needed to synthesize the given product. (1) Given the product [CH3:26][O:27][C:28](=[O:39])[CH2:29][CH2:30][C:31]1[CH:36]=[CH:35][C:34]([O:15][CH:7]([C:6]2[O:5][C:4]([C:16]3[CH:17]=[CH:18][C:19]([C:22]([F:25])([F:23])[F:24])=[CH:20][CH:21]=3)=[N:3][C:2]=2[CH3:1])[CH2:8][C:9]2[CH:10]=[CH:11][CH:12]=[CH:13][CH:14]=2)=[CH:33][C:32]=1[CH3:38], predict the reactants needed to synthesize it. The reactants are: [CH3:1][C:2]1[N:3]=[C:4]([C:16]2[CH:21]=[CH:20][C:19]([C:22]([F:25])([F:24])[F:23])=[CH:18][CH:17]=2)[O:5][C:6]=1[CH:7]([OH:15])[CH2:8][C:9]1[CH:14]=[CH:13][CH:12]=[CH:11][CH:10]=1.[CH3:26][O:27][C:28](=[O:39])[CH2:29][CH2:30][C:31]1[CH:36]=[CH:35][C:34](O)=[CH:33][C:32]=1[CH3:38].N(C(N1CCCCC1)=O)=NC(N1CCCCC1)=O.C(P(CCCC)CCCC)CCC. (2) Given the product [CH2:40]([O:17][C:16](=[O:18])[C@@H:15]([NH:14][S:11]([C:1]1[C:10]2[C:5](=[CH:6][CH:7]=[CH:8][CH:9]=2)[CH:4]=[CH:3][CH:2]=1)(=[O:13])=[O:12])[CH2:19][NH:20][C:21](=[O:39])[C:22]1[CH:27]=[CH:26][C:25]([CH2:28][CH2:29][C:30](=[O:38])[NH:31][C:32]2[NH:37][CH2:36][CH2:35][CH2:34][N:33]=2)=[CH:24][CH:23]=1)[CH3:41], predict the reactants needed to synthesize it. The reactants are: [C:1]1([S:11]([NH:14][C@@H:15]([CH2:19][NH:20][C:21](=[O:39])[C:22]2[CH:27]=[CH:26][C:25]([CH2:28][CH2:29][C:30](=[O:38])[NH:31][C:32]3[NH:33][CH2:34][CH2:35][CH2:36][N:37]=3)=[CH:24][CH:23]=2)[C:16]([OH:18])=[O:17])(=[O:13])=[O:12])[C:10]2[C:5](=[CH:6][CH:7]=[CH:8][CH:9]=2)[CH:4]=[CH:3][CH:2]=1.[CH2:40](O)[CH3:41].